Predict the reaction yield, written as a fraction of the theoretical maximum amount of product (1.0 means a 100% yield; for example, 0.34 means a 34% yield). From a dataset of Reaction yield outcomes from USPTO patents with 853,638 reactions. (1) The reactants are C(Cl)(=O)C(Cl)=O.[F:7][C:8]1[CH:22]=[CH:21][CH:20]=[C:19]([F:23])[C:9]=1[CH2:10][N:11]1[CH:15]=[C:14]([C:16](O)=[O:17])[N:13]=[N:12]1.C[N:25](C=O)C. The catalyst is C1COCC1. The product is [F:7][C:8]1[CH:22]=[CH:21][CH:20]=[C:19]([F:23])[C:9]=1[CH2:10][N:11]1[CH:15]=[C:14]([C:16]([NH2:25])=[O:17])[N:13]=[N:12]1. The yield is 0.653. (2) The reactants are [CH3:1][C@@H:2]1[CH2:7][NH:6][CH2:5][CH2:4][NH:3]1.C(=O)([O-])[O-].[Cs+].[Cs+].C1(P(C2C=CC=CC=2)C2C=CC3C(=CC=CC=3)C=2C2C3C(=CC=CC=3)C=CC=2P(C2C=CC=CC=2)C2C=CC=CC=2)C=CC=CC=1.FC(F)(F)S(O[C:66]1[CH:75]=[CH:74][CH:73]=[C:72]2[C:67]=1[CH:68]=[CH:69][C:70]([CH3:76])=[N:71]2)(=O)=O. The catalyst is C1(C)C=CC=CC=1.C([O-])(=O)C.[Pd+2].C([O-])(=O)C. The product is [CH3:76][C:70]1[CH:69]=[CH:68][C:67]2[C:72](=[CH:73][CH:74]=[CH:75][C:66]=2[N:6]2[CH2:5][CH2:4][NH:3][C@H:2]([CH3:1])[CH2:7]2)[N:71]=1. The yield is 0.580. (3) The reactants are [NH2:1][C:2]1[CH:9]=[CH:8][C:5]([C:6]#[N:7])=[CH:4][CH:3]=1.[Li+].C[Si]([N-][Si](C)(C)C)(C)C.[CH:20]1([CH2:23][C:24]2[C:29]([C:30]3[CH:35]=[CH:34][N:33]=[C:32](S(C)=O)[N:31]=3)=[CH:28][N:27]=[C:26]([NH:39][CH2:40][C:41]([CH3:44])([OH:43])[CH3:42])[N:25]=2)[CH2:22][CH2:21]1. The catalyst is C1COCC1. The product is [CH:20]1([CH2:23][C:24]2[C:29]([C:30]3[CH:35]=[CH:34][N:33]=[C:32]([NH:1][C:2]4[CH:9]=[CH:8][C:5]([C:6]#[N:7])=[CH:4][CH:3]=4)[N:31]=3)=[CH:28][N:27]=[C:26]([NH:39][CH2:40][C:41]([OH:43])([CH3:42])[CH3:44])[N:25]=2)[CH2:21][CH2:22]1. The yield is 0.280. (4) The reactants are [N:1]([CH2:4][CH2:5][C:6]1[N:7]([CH:27]([C:34]2[CH:39]=[CH:38][CH:37]=[CH:36][CH:35]=2)[C:28]2[CH:33]=[CH:32][CH:31]=[CH:30][CH:29]=2)[C:8]2[C:13]([C:14]=1[CH2:15][CH2:16][O:17][C:18]1[CH:25]=[CH:24][C:21]([CH:22]=O)=[CH:20][CH:19]=1)=[CH:12][C:11]([Cl:26])=[CH:10][CH:9]=2)=[N+:2]=[N-:3].[S:40]1[CH2:44][C:43](=[O:45])[NH:42][C:41]1=[O:46].N1CCCCC1. The catalyst is CCO. The yield is 0.870. The product is [N:1]([CH2:4][CH2:5][C:6]1[N:7]([CH:27]([C:28]2[CH:29]=[CH:30][CH:31]=[CH:32][CH:33]=2)[C:34]2[CH:35]=[CH:36][CH:37]=[CH:38][CH:39]=2)[C:8]2[C:13]([C:14]=1[CH2:15][CH2:16][O:17][C:18]1[CH:25]=[CH:24][C:21]([CH:22]=[C:44]3[S:40][C:41](=[O:46])[NH:42][C:43]3=[O:45])=[CH:20][CH:19]=1)=[CH:12][C:11]([Cl:26])=[CH:10][CH:9]=2)=[N+:2]=[N-:3]. (5) The reactants are [Cl:1][C:2]1[CH:3]=[CH:4][C:5]([O:11]C)=[C:6]([B:8]([OH:10])[OH:9])[CH:7]=1. The catalyst is ClCCl. The product is [Cl:1][C:2]1[CH:3]=[CH:4][C:5]([OH:11])=[C:6]([B:8]([OH:9])[OH:10])[CH:7]=1. The yield is 0.970.